Dataset: Reaction yield outcomes from USPTO patents with 853,638 reactions. Task: Predict the reaction yield, written as a fraction of the theoretical maximum amount of product (1.0 means a 100% yield; for example, 0.34 means a 34% yield). (1) The reactants are [Br:1][C:2]1[CH:3]=[C:4]2[C:12](=[CH:13][CH:14]=1)[NH:11][C:10]1[CH:9]=[C:8]3[C:15]([CH3:23])([CH3:22])[C:16]4[C:21]([C:7]3=[CH:6][C:5]2=1)=[CH:20][CH:19]=[CH:18][CH:17]=4.[CH3:24][C:25]([O:28][C:29](O[C:29]([O:28][C:25]([CH3:27])([CH3:26])[CH3:24])=[O:30])=[O:30])([CH3:27])[CH3:26]. The catalyst is CN(C1C=CN=CC=1)C.O. The product is [Br:1][C:2]1[CH:3]=[C:4]2[C:12](=[CH:13][CH:14]=1)[N:11]([C:29]([O:28][C:25]([CH3:27])([CH3:26])[CH3:24])=[O:30])[C:10]1[CH:9]=[C:8]3[C:15]([CH3:23])([CH3:22])[C:16]4[C:21]([C:7]3=[CH:6][C:5]2=1)=[CH:20][CH:19]=[CH:18][CH:17]=4. The yield is 0.770. (2) The reactants are Br[CH2:2][CH2:3][CH2:4][CH2:5][N:6]1[C:10](=[O:11])[C:9]2=[CH:12][CH:13]=[CH:14][CH:15]=[C:8]2[C:7]1=[O:16].[C:17]1([OH:23])[CH:22]=[CH:21][CH:20]=[CH:19][CH:18]=1.C([O-])([O-])=O.[K+].[K+].CCOC(C)=O. The catalyst is CC#N. The product is [O:23]([CH2:2][CH2:3][CH2:4][CH2:5][N:6]1[C:10](=[O:11])[C:9]2[C:8](=[CH:15][CH:14]=[CH:13][CH:12]=2)[C:7]1=[O:16])[C:17]1[CH:22]=[CH:21][CH:20]=[CH:19][CH:18]=1. The yield is 0.530. (3) The product is [Cl:46][C:47]1[CH:53]=[CH:52][C:50]([NH:51][C:30]([C:27]2[N:28]=[N:29][C:24]([N:21]3[CH2:20][CH2:19][N:18]([C:16](=[O:17])[C:15]4[CH:33]=[CH:34][CH:35]=[CH:36][C:14]=4[C:13]([F:37])([F:12])[F:38])[CH2:23][CH2:22]3)=[CH:25][CH:26]=2)=[O:32])=[CH:49][CH:48]=1. The reactants are ClC1N=C(OC)N=C(OC)N=1.[F:12][C:13]([F:38])([F:37])[C:14]1[CH:36]=[CH:35][CH:34]=[CH:33][C:15]=1[C:16]([N:18]1[CH2:23][CH2:22][N:21]([C:24]2[N:29]=[N:28][C:27]([C:30]([OH:32])=O)=[CH:26][CH:25]=2)[CH2:20][CH2:19]1)=[O:17].CN1CCOCC1.[Cl:46][C:47]1[CH:53]=[CH:52][C:50]([NH2:51])=[CH:49][CH:48]=1. The catalyst is C1COCC1.C(OCC)(=O)C. The yield is 0.670.